This data is from NCI-60 drug combinations with 297,098 pairs across 59 cell lines. The task is: Regression. Given two drug SMILES strings and cell line genomic features, predict the synergy score measuring deviation from expected non-interaction effect. (1) Synergy scores: CSS=4.80, Synergy_ZIP=-8.30, Synergy_Bliss=-0.992, Synergy_Loewe=-23.9, Synergy_HSA=-5.48. Drug 1: CN(CCCl)CCCl.Cl. Drug 2: COC1=C2C(=CC3=C1OC=C3)C=CC(=O)O2. Cell line: LOX IMVI. (2) Drug 1: CC1=C2C(C(=O)C3(C(CC4C(C3C(C(C2(C)C)(CC1OC(=O)C(C(C5=CC=CC=C5)NC(=O)OC(C)(C)C)O)O)OC(=O)C6=CC=CC=C6)(CO4)OC(=O)C)O)C)O. Drug 2: CS(=O)(=O)OCCCCOS(=O)(=O)C. Cell line: HCT116. Synergy scores: CSS=22.4, Synergy_ZIP=5.53, Synergy_Bliss=5.77, Synergy_Loewe=0.0852, Synergy_HSA=4.97.